Dataset: Plasma protein binding rate (PPBR) regression data from AstraZeneca. Task: Regression/Classification. Given a drug SMILES string, predict its absorption, distribution, metabolism, or excretion properties. Task type varies by dataset: regression for continuous measurements (e.g., permeability, clearance, half-life) or binary classification for categorical outcomes (e.g., BBB penetration, CYP inhibition). For this dataset (ppbr_az), we predict Y. (1) The compound is CC(=O)Nc1cccc2c1c(S(=O)(=O)c1ccc(Cl)cc1)c(C)n2CC(=O)O. The Y is 95.7 %. (2) The drug is CN1CCCCC1CCN1c2ccccc2Sc2ccc([S+](C)[O-])cc21. The Y is 92.3 %. (3) The drug is CN(C)C(=O)[C@H](O)[C@H](Cc1ccccc1)NC(=O)c1cc2cc(Cl)ccc2[nH]1. The Y is 97.8 %. (4) The drug is COc1cc2ncc(C(N)=O)c(Nc3ccc(Cl)cc3Cl)c2cc1N1CCN(C)CC1. The Y is 96.8 %. (5) The molecule is CCN(CC)CCNC(=O)c1ccc(NS(C)(=O)=O)cc1. The Y is 15.1 %. (6) The drug is CCCc1nc2c(C)cc(-c3nc4ccccc4n3C)cc2n1Cc1ccc(-c2ccccc2C(=O)O)cc1. The Y is 99.2 %. (7) The molecule is CCCCc1oc2ccc(NS(C)(=O)=O)cc2c1C(=O)c1ccc(OCCCN(CCCC)CCCC)cc1. The Y is 99.9 %.